From a dataset of Forward reaction prediction with 1.9M reactions from USPTO patents (1976-2016). Predict the product of the given reaction. Given the reactants [CH3:1][C:2]1[NH:3][C:4]2[C:9]([CH:10]=1)=[C:8]([C:11]([F:14])([F:13])[F:12])[C:7]([C:15]#[N:16])=[CH:6][CH:5]=2.Cl[CH2:18][C:19]1[N:20]=[C:21]([C:24]2[CH:29]=[CH:28][CH:27]=[CH:26][C:25]=2[Cl:30])[S:22][CH:23]=1, predict the reaction product. The product is: [Cl:30][C:25]1[CH:26]=[CH:27][CH:28]=[CH:29][C:24]=1[C:21]1[S:22][CH:23]=[C:19]([CH2:18][N:3]2[C:4]3[C:9](=[C:8]([C:11]([F:12])([F:14])[F:13])[C:7]([C:15]#[N:16])=[CH:6][CH:5]=3)[CH:10]=[C:2]2[CH3:1])[N:20]=1.